Dataset: Full USPTO retrosynthesis dataset with 1.9M reactions from patents (1976-2016). Task: Predict the reactants needed to synthesize the given product. (1) Given the product [CH3:26][O:25][C:20]1[C:19]([O:18][Si:17]([CH:14]([CH3:16])[CH3:15])([CH:27]([CH3:29])[CH3:28])[CH:30]([CH3:32])[CH3:31])=[C:24]([CH:23]=[CH:22][CH:21]=1)[CH:35]=[O:36], predict the reactants needed to synthesize it. The reactants are: [Li]CCCC.CN(CCN(C)C)C.[CH:14]([Si:17]([CH:30]([CH3:32])[CH3:31])([CH:27]([CH3:29])[CH3:28])[O:18][C:19]1[CH:24]=[CH:23][CH:22]=[CH:21][C:20]=1[O:25][CH3:26])([CH3:16])[CH3:15].C1C[O:36][CH2:35]C1. (2) Given the product [F:19][C:20]1[CH:27]=[CH:26][CH:25]=[C:24]([O:14][CH2:13][CH:10]2[CH2:9][CH2:8][CH:7]([CH2:6][C:5]3[CH:15]=[CH:16][CH:17]=[CH:18][C:4]=3[F:3])[CH2:12][CH2:11]2)[C:21]=1[C:22]#[N:23], predict the reactants needed to synthesize it. The reactants are: [H-].[Na+].[F:3][C:4]1[CH:18]=[CH:17][CH:16]=[CH:15][C:5]=1[CH2:6][CH:7]1[CH2:12][CH2:11][CH:10]([CH2:13][OH:14])[CH2:9][CH2:8]1.[F:19][C:20]1[CH:27]=[CH:26][CH:25]=[C:24](F)[C:21]=1[C:22]#[N:23]. (3) Given the product [CH:69]1([O:73][C:74]([N:76]2[CH2:81][CH2:80][N:79]([C:31](=[O:32])[C@@H:30]([NH:29][C:27]([C:18]3[CH:17]=[C:16]([O:15][CH2:14][C:13]([N:9]4[CH2:10][CH2:11][CH2:12][C@H:8]4[C:6](=[O:7])[NH:5][CH:1]4[CH2:4][CH2:3][CH2:2]4)=[O:35])[N:20]([C:21]4[CH:22]=[CH:23][CH:24]=[CH:25][CH:26]=4)[N:19]=3)=[O:28])[CH3:34])[CH2:78][CH2:77]2)=[O:75])[CH2:72][CH2:71][CH2:70]1, predict the reactants needed to synthesize it. The reactants are: [CH:1]1([NH:5][C:6]([C@@H:8]2[CH2:12][CH2:11][CH2:10][N:9]2[C:13](=[O:35])[CH2:14][O:15][C:16]2[N:20]([C:21]3[CH:26]=[CH:25][CH:24]=[CH:23][CH:22]=3)[N:19]=[C:18]([C:27]([NH:29][C@@H:30]([CH3:34])[C:31](O)=[O:32])=[O:28])[CH:17]=2)=[O:7])[CH2:4][CH2:3][CH2:2]1.CCN(C(C)C)C(C)C.CN(C(ON1N=NC2C=CC=NC1=2)=[N+](C)C)C.F[P-](F)(F)(F)(F)F.[CH:69]1([O:73][C:74]([N:76]2[CH2:81][CH2:80][NH:79][CH2:78][CH2:77]2)=[O:75])[CH2:72][CH2:71][CH2:70]1.